This data is from Forward reaction prediction with 1.9M reactions from USPTO patents (1976-2016). The task is: Predict the product of the given reaction. (1) The product is: [CH2:1]([O:3][C:4](=[O:18])[CH:5]([OH:26])[CH2:6][C:7]([C:10]1[CH:15]=[CH:14][CH:13]=[C:12]([O:16][CH3:17])[CH:11]=1)([CH3:8])[CH3:9])[CH3:2]. Given the reactants [CH2:1]([O:3][C:4](=[O:18])[CH2:5][CH2:6][C:7]([C:10]1[CH:15]=[CH:14][CH:13]=[C:12]([O:16][CH3:17])[CH:11]=1)([CH3:9])[CH3:8])[CH3:2].C1(S(N2C(C3C=CC=CC=3)O2)(=O)=[O:26])C=CC=CC=1.[Cl-].[NH4+], predict the reaction product. (2) Given the reactants Br[C:2]1[CH:3]=[C:4]2[C:8](=[CH:9][C:10]=1[F:11])[N:7]([CH:12]1[CH2:17][CH2:16][N:15]([C:18]3[N:23]=[CH:22][C:21]([CH2:24][CH3:25])=[CH:20][N:19]=3)[CH2:14][CH2:13]1)[CH:6]=[CH:5]2.CC1(C)C(C)(C)OB([C:34]2[CH:39]=[CH:38][C:37]([N:40]3[CH:44]=[N:43][N:42]=[N:41]3)=[CH:36][CH:35]=2)O1, predict the reaction product. The product is: [N:40]1([C:37]2[CH:38]=[CH:39][C:34]([C:2]3[CH:3]=[C:4]4[C:8](=[CH:9][C:10]=3[F:11])[N:7]([CH:12]3[CH2:13][CH2:14][N:15]([C:18]5[N:23]=[CH:22][C:21]([CH2:24][CH3:25])=[CH:20][N:19]=5)[CH2:16][CH2:17]3)[CH:6]=[CH:5]4)=[CH:35][CH:36]=2)[CH:44]=[N:43][N:42]=[N:41]1. (3) Given the reactants Br[C:2]1[CH:6]=[N:5][N:4]([CH3:7])[C:3]=1[C:8]([OH:10])=O.C1COCC1.B.C1COCC1.[Cl:22][C:23]1[C:28]([F:29])=[CH:27][CH:26]=[C:25]([O:30][CH3:31])[C:24]=1[C@H:32]([C:34]1[C:42]2[C:37](=[N:38][CH:39]=[C:40](B3OC(C)(C)C(C)(C)O3)[CH:41]=2)[NH:36][CH:35]=1)[CH3:33].C([O-])([O-])=O.[K+].[K+].O, predict the reaction product. The product is: [Cl:22][C:23]1[C:28]([F:29])=[CH:27][CH:26]=[C:25]([O:30][CH3:31])[C:24]=1[C@H:32]([C:34]1[C:42]2[C:37](=[N:38][CH:39]=[C:40]([C:2]3[CH:6]=[N:5][N:4]([CH3:7])[C:3]=3[CH2:8][OH:10])[CH:41]=2)[NH:36][CH:35]=1)[CH3:33]. (4) Given the reactants [C:1]([O:5][C:6](=[O:33])[NH:7][C:8]1[CH:13]=[CH:12][CH:11]=[C:10]([O:14][C:15]2[CH:20]=[C:19]([F:21])[CH:18]=[C:17]([NH:22][C:23]3[CH:28]=[CH:27][C:26]([I:29])=[CH:25][C:24]=3[F:30])[C:16]=2[C:31]#[N:32])[CH:9]=1)([CH3:4])([CH3:3])[CH3:2].[OH-].[Na+].OO.C(OCC)(=[O:40])C, predict the reaction product. The product is: [C:1]([O:5][C:6](=[O:33])[NH:7][C:8]1[CH:13]=[CH:12][CH:11]=[C:10]([O:14][C:15]2[CH:20]=[C:19]([F:21])[CH:18]=[C:17]([NH:22][C:23]3[CH:28]=[CH:27][C:26]([I:29])=[CH:25][C:24]=3[F:30])[C:16]=2[C:31](=[O:40])[NH2:32])[CH:9]=1)([CH3:4])([CH3:2])[CH3:3]. (5) Given the reactants [CH2:1]([N:8]([CH3:13])[C:9](=[O:12])[CH2:10][Cl:11])[C:2]1[CH:7]=[CH:6][CH:5]=[CH:4][CH:3]=1.Cl[CH2:15]C(Cl)=O.C(CCN)C1C=CC=CC=1.CCCCCC.CCOC(C)=O, predict the reaction product. The product is: [CH2:1]([N:8]([CH2:13][CH3:15])[C:9](=[O:12])[CH2:10][Cl:11])[C:2]1[CH:7]=[CH:6][CH:5]=[CH:4][CH:3]=1. (6) Given the reactants [Br:1][C:2]1[CH:3]=[C:4]([C@H:8]([F:21])[CH2:9]OS(C2C=CC(C)=CC=2)(=O)=O)[CH:5]=[CH:6][CH:7]=1.[CH2:22]([Mg]Br)[CH:23]=[CH2:24], predict the reaction product. The product is: [Br:1][C:2]1[CH:7]=[CH:6][CH:5]=[C:4]([C@@H:8]([F:21])[CH2:9][CH2:24][CH:23]=[CH2:22])[CH:3]=1.